Predict the reaction yield, written as a fraction of the theoretical maximum amount of product (1.0 means a 100% yield; for example, 0.34 means a 34% yield). From a dataset of Reaction yield outcomes from USPTO patents with 853,638 reactions. (1) The reactants are [CH2:1]([C:3]1[CH:8]=[CH:7][C:6]([C:9]([N:11]2[CH2:16][CH2:15][CH:14]([C:17]([NH:19][C:20]3[CH:25]=[CH:24][C:23]([N:26]4[CH2:31][CH2:30][O:29][CH2:28][CH2:27]4)=[C:22]([F:32])[CH:21]=3)=O)[CH2:13][CH2:12]2)=O)=[CH:5][CH:4]=1)[CH3:2].[H-].[H-].[H-].[H-].[Li+].[Al+3].[OH-].[Na+].S([O-])([O-])(=O)=O.[Na+].[Na+]. The catalyst is C1COCC1.O. The product is [CH2:1]([C:3]1[CH:8]=[CH:7][C:6]([CH2:9][N:11]2[CH2:12][CH2:13][CH:14]([CH2:17][NH:19][C:20]3[CH:25]=[CH:24][C:23]([N:26]4[CH2:27][CH2:28][O:29][CH2:30][CH2:31]4)=[C:22]([F:32])[CH:21]=3)[CH2:15][CH2:16]2)=[CH:5][CH:4]=1)[CH3:2]. The yield is 0.940. (2) The reactants are [Br:1][C:2]1[CH:3]=[N:4][C:5]([C:8]2[CH:13]=[CH:12][C:11]([CH2:14][C@H:15]([NH:23][C:24]([C:26]3[S:27][C:28]([C:31]([CH3:34])([CH3:33])[CH3:32])=[CH:29][CH:30]=3)=[O:25])[C:16]([O:18]C(C)(C)C)=[O:17])=[CH:10][CH:9]=2)=[N:6][CH:7]=1.C(O)(C(F)(F)F)=O. The catalyst is C(Cl)Cl. The product is [Br:1][C:2]1[CH:7]=[N:6][C:5]([C:8]2[CH:9]=[CH:10][C:11]([CH2:14][C@H:15]([NH:23][C:24]([C:26]3[S:27][C:28]([C:31]([CH3:34])([CH3:33])[CH3:32])=[CH:29][CH:30]=3)=[O:25])[C:16]([OH:18])=[O:17])=[CH:12][CH:13]=2)=[N:4][CH:3]=1. The yield is 0.970. (3) The reactants are [Cl:1][C:2]1[N:10]=[C:9]([Cl:11])[C:8]([F:12])=[CH:7][C:3]=1[C:4]([OH:6])=[O:5].S(Cl)(Cl)=O.[CH3:17]O. The catalyst is CN(C=O)C. The product is [Cl:1][C:2]1[N:10]=[C:9]([Cl:11])[C:8]([F:12])=[CH:7][C:3]=1[C:4]([O:6][CH3:17])=[O:5]. The yield is 0.938. (4) The reactants are BrC1C=C[C:5](NCC(OC)=O)=[N:6]C=1.[Cl:14][C:15]1[CH:16]=[C:17]2[C:21](=[CH:22][CH:23]=1)[N:20]([CH3:24])[CH:19]=[C:18]2[CH:25]=O. No catalyst specified. The product is [Cl:14][C:15]1[CH:16]=[C:17]2[C:21](=[CH:22][CH:23]=1)[N:20]([CH3:24])[CH:19]=[C:18]2[CH2:25][NH:6][CH3:5]. The yield is 0.930. (5) The reactants are [CH3:1][C:2]1[CH:7]=[CH:6][CH:5]=[CH:4][C:3]=1B(O)O.Br[C:12]1[CH:18]=[CH:17][CH:16]=[CH:15][C:13]=1[NH2:14].C1(P(C2C=CC=CC=2)C2C=CC=CC=2)C=CC=CC=1.C(=O)([O-])[O-].[K+].[K+]. The catalyst is C([O-])(=O)C.[Pd+2].C([O-])(=O)C.COCCOC. The product is [NH2:14][C:13]1[CH:15]=[CH:16][CH:17]=[CH:18][C:12]=1[C:3]1[CH:4]=[CH:5][CH:6]=[CH:7][C:2]=1[CH3:1]. The yield is 0.848. (6) The reactants are [O:1]=[C:2]1[NH:6][CH2:5][CH:4]([CH2:7][N:8]2[C:16]3[C:11](=[CH:12][CH:13]=[CH:14][CH:15]=3)[C:10]3([C:20]4=[CH:21][C:22]5[O:26][CH2:25][O:24][C:23]=5[CH:27]=[C:19]4[O:18][CH2:17]3)[C:9]2=[O:28])[O:3]1.[OH-].[Na+].S(OC)(O[CH3:35])(=O)=O. The catalyst is [Br-].C([N+](CCCC)(CCCC)CCCC)CCC.O1CCCC1. The product is [CH3:35][N:6]1[CH2:5][CH:4]([CH2:7][N:8]2[C:16]3[C:11](=[CH:12][CH:13]=[CH:14][CH:15]=3)[C:10]3([C:20]4=[CH:21][C:22]5[O:26][CH2:25][O:24][C:23]=5[CH:27]=[C:19]4[O:18][CH2:17]3)[C:9]2=[O:28])[O:3][C:2]1=[O:1]. The yield is 0.400. (7) The reactants are [CH2:1]([O:3][C:4]1[CH:5]=[C:6]([N:10]2[CH2:18][CH2:17][C:12]3([NH:16][CH2:15][CH2:14][CH2:13]3)[CH2:11]2)[CH:7]=[N:8][CH:9]=1)[CH3:2].C=O.[C:21](=O)(O)[O-].[Na+]. The catalyst is C(O)=O. The product is [CH3:21][N:16]1[C:12]2([CH2:17][CH2:18][N:10]([C:6]3[CH:7]=[N:8][CH:9]=[C:4]([O:3][CH2:1][CH3:2])[CH:5]=3)[CH2:11]2)[CH2:13][CH2:14][CH2:15]1. The yield is 0.893. (8) The reactants are Br[C:2]1[S:3][CH:4]=[CH:5][N:6]=1.CC1(C)C(C)(C)OB([C:15]2[CH:32]=[CH:31][C:18]3[CH2:19][CH2:20][N:21]([C:24]([O:26][C:27]([CH3:30])([CH3:29])[CH3:28])=[O:25])[CH2:22][CH2:23][C:17]=3[CH:16]=2)O1.C([O-])([O-])=O.[Na+].[Na+].COCCOC. The catalyst is CCOC(C)=O.C1C=CC([P]([Pd]([P](C2C=CC=CC=2)(C2C=CC=CC=2)C2C=CC=CC=2)([P](C2C=CC=CC=2)(C2C=CC=CC=2)C2C=CC=CC=2)[P](C2C=CC=CC=2)(C2C=CC=CC=2)C2C=CC=CC=2)(C2C=CC=CC=2)C2C=CC=CC=2)=CC=1. The product is [S:3]1[CH:4]=[CH:5][N:6]=[C:2]1[C:15]1[CH:32]=[CH:31][C:18]2[CH2:19][CH2:20][N:21]([C:24]([O:26][C:27]([CH3:28])([CH3:29])[CH3:30])=[O:25])[CH2:22][CH2:23][C:17]=2[CH:16]=1. The yield is 0.370. (9) The reactants are [OH:1]N1[C:6](=O)[CH2:5][CH2:4][C:3]1=[O:8].[CH3:9][C:10]1[CH:11]=[CH:12][C:13]([C:16]([OH:18])=[O:17])=[CH:14][CH:15]=1.[O:19]=O. The catalyst is C(O)(=O)C. The product is [C:16]([OH:18])(=[O:17])[C:13]1[CH:12]=[CH:11][C:4]([C:3]([OH:8])=[O:19])=[CH:5][CH:6]=1.[CH:9]([C:10]1[CH:15]=[CH:14][C:13]([C:16]([OH:18])=[O:17])=[CH:12][CH:11]=1)=[O:1].[CH3:9][C:10]1[CH:11]=[CH:12][C:13]([C:16]([OH:18])=[O:17])=[CH:14][CH:15]=1. The yield is 0.940. (10) The reactants are [F:1][C:2]1[CH:3]=[CH:4][CH:5]=[C:6]2[C:10]=1[N:9]([CH3:11])[CH:8]=[C:7]2[CH2:12][NH:13][CH3:14].CNCC1C2C=CC=CC=2N2CCCC=12.[NH2:30][C:31]1[N:36]=[CH:35][C:34](/[CH:37]=[CH:38]/[C:39]([OH:41])=O)=[CH:33][CH:32]=1.Cl.O=C1NC2N=CC(/C=C/C(O)=O)=CC=2CC1. No catalyst specified. The product is [NH2:30][C:31]1[N:36]=[CH:35][C:34](/[CH:37]=[CH:38]/[C:39]([N:13]([CH2:12][C:7]2[C:6]3[C:10](=[C:2]([F:1])[CH:3]=[CH:4][CH:5]=3)[N:9]([CH3:11])[CH:8]=2)[CH3:14])=[O:41])=[CH:33][CH:32]=1. The yield is 0.270.